This data is from Forward reaction prediction with 1.9M reactions from USPTO patents (1976-2016). The task is: Predict the product of the given reaction. (1) Given the reactants [N:1]1([C:6]2[CH:11]=[CH:10][C:9]([NH:12][C:13]([CH:15]3[C:24]4[C:19](=[CH:20][CH:21]=[CH:22][CH:23]=4)[C:18](=[O:25])[N:17]([CH2:26][CH2:27][O:28][CH3:29])[CH:16]3[C:30]#[C:31][Si](C)(C)C)=[O:14])=[CH:8][CH:7]=2)[CH:5]=[CH:4][CH:3]=[CH:2]1.C(=O)([O-])[O-].[K+].[K+], predict the reaction product. The product is: [N:1]1([C:6]2[CH:7]=[CH:8][C:9]([NH:12][C:13]([CH:15]3[C:24]4[C:19](=[CH:20][CH:21]=[CH:22][CH:23]=4)[C:18](=[O:25])[N:17]([CH2:26][CH2:27][O:28][CH3:29])[CH:16]3[C:30]#[CH:31])=[O:14])=[CH:10][CH:11]=2)[CH:5]=[CH:4][CH:3]=[CH:2]1. (2) Given the reactants C(C1C=CC(C(Cl)=O)=CC=1)C.[CH3:12][O:13][C:14]1[CH:15]=[C:16]2[C:21](=[CH:22][C:23]=1[O:24][CH3:25])[N:20]=[CH:19][CH:18]=[C:17]2[O:26][C:27]1[CH:33]=[CH:32][C:30]([NH2:31])=[CH:29][C:28]=1[F:34].[CH2:35]([C:37]1[CH:42]=[CH:41][C:40]([C:43]([N:45]=[C:46]=[S:47])=[O:44])=[CH:39][CH:38]=1)[CH3:36], predict the reaction product. The product is: [CH2:35]([C:37]1[CH:38]=[CH:39][C:40]([C:43]([N:45]=[C:46]=[S:47])=[O:44])=[CH:41][CH:42]=1)[CH3:36].[CH3:12][O:13][C:14]1[CH:15]=[C:16]2[C:21](=[CH:22][C:23]=1[O:24][CH3:25])[N:20]=[CH:19][CH:18]=[C:17]2[O:26][C:27]1[CH:33]=[CH:32][C:30]([NH:31][C:46]([NH:45][C:43](=[O:44])[C:40]2[CH:41]=[CH:42][C:37]([CH2:35][CH3:36])=[CH:38][CH:39]=2)=[S:47])=[CH:29][C:28]=1[F:34].